The task is: Predict the reactants needed to synthesize the given product.. This data is from Full USPTO retrosynthesis dataset with 1.9M reactions from patents (1976-2016). The reactants are: [OH:1][CH2:2]/[CH:3]=[CH:4]/[C:5]([O:7][CH2:8][CH3:9])=[O:6].[O:10]1[CH:15]=[CH:14][CH2:13][CH2:12][CH2:11]1.C1(C)C(S(O)(=O)=O)=CC=CC=1. Given the product [O:10]1[CH2:15][CH2:14][CH2:13][CH2:12][CH:11]1[O:1][CH2:2]/[CH:3]=[CH:4]/[C:5]([O:7][CH2:8][CH3:9])=[O:6], predict the reactants needed to synthesize it.